Dataset: Catalyst prediction with 721,799 reactions and 888 catalyst types from USPTO. Task: Predict which catalyst facilitates the given reaction. (1) Reactant: Br[C:2]1[CH:3]=[C:4]([N:8]2[CH2:13][CH2:12][N:11]([C:14]([O:16][C:17]([CH3:20])([CH3:19])[CH3:18])=[O:15])[CH2:10][CH2:9]2)[CH:5]=[CH:6][CH:7]=1.[F:21][C:22]1[C:27]([F:28])=[CH:26][CH:25]=[CH:24][C:23]=1OB(O)O.C(=O)([O-])[O-].[Na+].[Na+].O. Product: [F:21][C:22]1[C:27]([F:28])=[CH:26][CH:25]=[CH:24][C:23]=1[C:2]1[CH:7]=[CH:6][CH:5]=[C:4]([N:8]2[CH2:13][CH2:12][N:11]([C:14]([O:16][C:17]([CH3:20])([CH3:19])[CH3:18])=[O:15])[CH2:10][CH2:9]2)[CH:3]=1. The catalyst class is: 149. (2) Reactant: Cl.[C:2]([O:5][C:6]1[CH:15]=[CH:14][CH:13]=[C:12]2[C:7]=1[CH:8]=[CH:9][CH:10]=[N:11]2)(=[O:4])[CH3:3]. Product: [C:2]([O:5][C:6]1[CH:15]=[CH:14][CH:13]=[C:12]2[C:7]=1[CH2:8][CH2:9][CH2:10][NH:11]2)(=[O:4])[CH3:3]. The catalyst class is: 867. (3) Reactant: [Cl:1][C:2]1[C:10]([C:11]([F:14])([F:13])[F:12])=[CH:9][CH:8]=[CH:7][C:3]=1[C:4](O)=[O:5].CN(C=O)C.C(Cl)(=O)C([Cl:23])=O. Product: [Cl:1][C:2]1[C:10]([C:11]([F:14])([F:13])[F:12])=[CH:9][CH:8]=[CH:7][C:3]=1[C:4]([Cl:23])=[O:5]. The catalyst class is: 2. (4) Reactant: [C:1]([O:5][C:6]([N:8]1[CH2:13][C@@H:12]([C:14](=[O:37])[NH:15][CH2:16][C:17]2([CH2:31][CH2:32][CH2:33][CH2:34][O:35][CH3:36])[C:30]3[CH:29]=[CH:28][CH:27]=[CH:26][C:25]=3[O:24][C:23]3[C:18]2=[CH:19][CH:20]=[CH:21][CH:22]=3)[CH2:11][C@@H:10]([C:38](O)=[O:39])[CH2:9]1)=[O:7])([CH3:4])([CH3:3])[CH3:2].[CH3:41][O:42][C:43]([CH:45]1[NH:49][CH2:48][CH2:47][CH2:46]1)=[O:44].Cl. Product: [C:1]([O:5][C:6]([N:8]1[CH2:9][C@H:10]([C:38]([N:49]2[CH2:48][CH2:47][CH2:46][C@@H:45]2[C:43]([O:42][CH3:41])=[O:44])=[O:39])[CH2:11][C@H:12]([C:14](=[O:37])[NH:15][CH2:16][C:17]2([CH2:31][CH2:32][CH2:33][CH2:34][O:35][CH3:36])[C:18]3[CH:19]=[CH:20][CH:21]=[CH:22][C:23]=3[O:24][C:25]3[C:30]2=[CH:29][CH:28]=[CH:27][CH:26]=3)[CH2:13]1)=[O:7])([CH3:4])([CH3:3])[CH3:2]. The catalyst class is: 66. (5) Reactant: [NH2:1][C:2]1[CH:11]=[CH:10][C:5]([C:6]([O:8][CH3:9])=[O:7])=[CH:4][CH:3]=1.[CH3:12][CH:13]([CH2:15][CH2:16][CH2:17][CH:18]([CH2:20]CO)[CH3:19])[CH3:14].CO. Product: [NH2:1][C:2]1[CH:3]=[CH:4][C:5]([C:6]([O:8][CH2:9][CH2:12][CH:13]([CH3:14])[CH2:15][CH2:16][CH2:17][CH:18]([CH3:20])[CH3:19])=[O:7])=[CH:10][CH:11]=1. The catalyst class is: 11. (6) Reactant: [CH3:1][N:2]([C:4]([NH:6][C:7]([NH2:9])=[NH:8])=[NH:5])[CH3:3].[C:10]([OH:13])(=[O:12])[CH3:11]. Product: [CH3:1][N:2]([C:4]([NH:6][C:7]([NH2:9])=[NH:8])=[NH:5])[CH3:3].[C:10]([O-:13])(=[O:12])[CH3:11]. The catalyst class is: 21.